Dataset: Forward reaction prediction with 1.9M reactions from USPTO patents (1976-2016). Task: Predict the product of the given reaction. (1) Given the reactants [CH2:1]([O:8][C@H:9]([CH3:24])[C@@H:10]([CH3:23])[O:11][C:12]1[C:17]([C:18]([F:21])([F:20])[F:19])=[CH:16][N:15]=[C:14](Cl)[N:13]=1)[C:2]1[CH:7]=[CH:6][CH:5]=[CH:4][CH:3]=1.[NH2:25][C:26]1[CH:31]=[CH:30][C:29]([S:32]([CH:41]2[CH2:43][CH2:42]2)(=[N:34][C:35](=[O:40])[C:36]([F:39])([F:38])[F:37])=[O:33])=[CH:28][CH:27]=1.Cl, predict the reaction product. The product is: [CH2:1]([O:8][C@H:9]([CH3:24])[C@H:10]([O:11][C:12]1[C:17]([C:18]([F:21])([F:20])[F:19])=[CH:16][N:15]=[C:14]([NH:25][C:26]2[CH:27]=[CH:28][C:29]([S:32]([CH:41]3[CH2:43][CH2:42]3)(=[N:34][C:35](=[O:40])[C:36]([F:39])([F:37])[F:38])=[O:33])=[CH:30][CH:31]=2)[N:13]=1)[CH3:23])[C:2]1[CH:7]=[CH:6][CH:5]=[CH:4][CH:3]=1. (2) Given the reactants [F:1][C:2]([F:18])([F:17])[C:3]([NH:6][C:7]1[N:16]=[CH:15][CH:14]=[CH:13][C:8]=1[C:9]([O:11]C)=[O:10])([CH3:5])[CH3:4].[OH-].[K+], predict the reaction product. The product is: [F:18][C:2]([F:1])([F:17])[C:3]([NH:6][C:7]1[N:16]=[CH:15][CH:14]=[CH:13][C:8]=1[C:9]([OH:11])=[O:10])([CH3:5])[CH3:4]. (3) Given the reactants [CH2:1]([NH:8][CH2:9][C:10]1[CH:15]=[CH:14][CH:13]=[CH:12][CH:11]=1)[C:2]1[CH:7]=[CH:6][CH:5]=[CH:4][CH:3]=1.C=O.[CH3:18]CCCC=C, predict the reaction product. The product is: [CH3:18][N:8]([CH2:1][C:2]1[CH:7]=[CH:6][CH:5]=[CH:4][CH:3]=1)[CH2:9][C:10]1[CH:15]=[CH:14][CH:13]=[CH:12][CH:11]=1. (4) The product is: [NH2:3][C:2]([NH2:4])=[N:1][C:8](=[O:9])[C:7]1[CH:12]=[C:13]([S:21]([CH3:24])(=[O:23])=[O:22])[C:14]([N:16]2[CH:20]=[CH:19][CH:18]=[CH:17]2)=[CH:15][C:6]=1[CH3:5]. Given the reactants [NH2:1][C:2]([NH2:4])=[NH:3].[CH3:5][C:6]1[CH:15]=[C:14]([N:16]2[CH:20]=[CH:19][CH:18]=[CH:17]2)[C:13]([S:21]([CH3:24])(=[O:23])=[O:22])=[CH:12][C:7]=1[C:8](OC)=[O:9].O, predict the reaction product. (5) Given the reactants Br[C:2]1[CH:7]=[CH:6][C:5]([Cl:8])=[C:4]([F:9])[CH:3]=1.[Mg].[CH3:11][C:12]([S@:15](/[N:17]=[CH:18]/[C:19]1[CH:20]=[N:21][N:22]([CH3:24])[CH:23]=1)=[O:16])([CH3:14])[CH3:13], predict the reaction product. The product is: [Cl:8][C:5]1[CH:6]=[CH:7][C:2]([C@@H:18]([C:19]2[CH:20]=[N:21][N:22]([CH3:24])[CH:23]=2)[NH:17][S@@:15]([C:12]([CH3:14])([CH3:13])[CH3:11])=[O:16])=[CH:3][C:4]=1[F:9]. (6) Given the reactants [Cl:1][C:2]1[CH:3]=[C:4]([C:8]2[CH:13]=[C:12]([C:14]([F:17])([F:16])[F:15])[N:11]=[C:10]([N:18]3[CH:22]=[C:21](I)[N:20]=[CH:19]3)[N:9]=2)[CH:5]=[CH:6][CH:7]=1.[C:24]([NH:28][S:29]([C:32]1[CH:33]=[C:34](B(O)O)[CH:35]=[CH:36][CH:37]=1)(=[O:31])=[O:30])([CH3:27])([CH3:26])[CH3:25], predict the reaction product. The product is: [C:24]([NH:28][S:29]([C:32]1[CH:33]=[CH:34][CH:35]=[C:36]([C:21]2[N:20]=[CH:19][N:18]([C:10]3[N:11]=[C:12]([C:14]([F:17])([F:16])[F:15])[CH:13]=[C:8]([C:4]4[CH:5]=[CH:6][CH:7]=[C:2]([Cl:1])[CH:3]=4)[N:9]=3)[CH:22]=2)[CH:37]=1)(=[O:31])=[O:30])([CH3:27])([CH3:25])[CH3:26]. (7) Given the reactants C([O:5][C:6](=[O:49])[C:7]1[CH:12]=[CH:11][CH:10]=[C:9]([CH2:13][CH:14]([NH:28][C:29](=[O:46])[CH2:30][N:31]2[CH2:36][CH2:35][CH:34]([N:37]([C:39](OC(C)(C)C)=O)C)[CH2:33][CH2:32]2)[B:15]2[O:23]C3C(C)(C4CC(C3)C4(C)C)[O:16]2)[C:8]=1OC)(C)(C)C.B(Cl)(Cl)Cl, predict the reaction product. The product is: [OH:16][B:15]1[CH:14]([NH:28][C:29](=[O:46])[CH2:30][N:31]2[CH2:32][CH2:33][CH:34]([NH:37][CH3:39])[CH2:35][CH2:36]2)[CH2:13][C:9]2[CH:10]=[CH:11][CH:12]=[C:7]([C:6]([OH:5])=[O:49])[C:8]=2[O:23]1.